This data is from NCI-60 drug combinations with 297,098 pairs across 59 cell lines. The task is: Regression. Given two drug SMILES strings and cell line genomic features, predict the synergy score measuring deviation from expected non-interaction effect. Drug 1: CN(C)N=NC1=C(NC=N1)C(=O)N. Drug 2: CC1=C2C(C(=O)C3(C(CC4C(C3C(C(C2(C)C)(CC1OC(=O)C(C(C5=CC=CC=C5)NC(=O)OC(C)(C)C)O)O)OC(=O)C6=CC=CC=C6)(CO4)OC(=O)C)O)C)O. Cell line: M14. Synergy scores: CSS=35.8, Synergy_ZIP=4.76, Synergy_Bliss=6.04, Synergy_Loewe=-40.6, Synergy_HSA=2.84.